This data is from Catalyst prediction with 721,799 reactions and 888 catalyst types from USPTO. The task is: Predict which catalyst facilitates the given reaction. Reactant: Cl.[NH:2]1[CH2:6][CH2:5][CH2:4][C@H:3]1[C:7]([O:9][CH2:10][C:11]1[CH:16]=[CH:15][CH:14]=[CH:13][CH:12]=1)=[O:8].C([O-])([O-])=O.[K+].[K+].Br[CH2:24][C:25]([O:27][C:28]([CH3:31])([CH3:30])[CH3:29])=[O:26]. Product: [C:28]([O:27][C:25](=[O:26])[CH2:24][N:2]1[CH2:6][CH2:5][CH2:4][C@H:3]1[C:7]([O:9][CH2:10][C:11]1[CH:16]=[CH:15][CH:14]=[CH:13][CH:12]=1)=[O:8])([CH3:31])([CH3:30])[CH3:29]. The catalyst class is: 3.